From a dataset of Full USPTO retrosynthesis dataset with 1.9M reactions from patents (1976-2016). Predict the reactants needed to synthesize the given product. (1) Given the product [O:3]1[C:7]2[CH:8]=[CH:9][CH:10]=[C:11]([CH:12]3[CH2:17][CH2:16][N:15]([CH2:18][CH2:19][C@H:20]4[CH2:21][CH2:22][C@H:23]([NH:26][C:33](=[O:34])[C:32]5[CH:36]=[CH:37][C:29]([C:28]([F:27])([F:38])[F:39])=[CH:30][CH:31]=5)[CH2:24][CH2:25]4)[CH2:14][CH2:13]3)[C:6]=2[CH2:5][CH2:4]1, predict the reactants needed to synthesize it. The reactants are: Cl.Cl.[O:3]1[C:7]2[CH:8]=[CH:9][CH:10]=[C:11]([CH:12]3[CH2:17][CH2:16][N:15]([CH2:18][CH2:19][C@H:20]4[CH2:25][CH2:24][C@H:23]([NH2:26])[CH2:22][CH2:21]4)[CH2:14][CH2:13]3)[C:6]=2[CH2:5][CH2:4]1.[F:27][C:28]([F:39])([F:38])[C:29]1[CH:37]=[CH:36][C:32]([C:33](O)=[O:34])=[CH:31][CH:30]=1. (2) Given the product [Br:13][C:14]1[S:26][C:17]2=[N:18][CH:19]=[C:20]([C:23]([NH:33][CH2:32][C:31]3[CH:34]=[CH:35][C:28]([Cl:27])=[CH:29][CH:30]=3)=[O:25])[C:21]([OH:22])=[C:16]2[CH:15]=1, predict the reactants needed to synthesize it. The reactants are: C(N1C=CN=C1)(N1C=CN=C1)=O.[Br:13][C:14]1[S:26][C:17]2=[N:18][CH:19]=[C:20]([C:23]([OH:25])=O)[C:21]([OH:22])=[C:16]2[CH:15]=1.[Cl:27][C:28]1[CH:35]=[CH:34][C:31]([CH2:32][NH2:33])=[CH:30][CH:29]=1.CC(O)=O. (3) Given the product [Cl:16][C:13]1[CH:14]=[CH:15][C:10]([O:9][CH:8]([CH:17]2[CH:21]([C:22]3[CH:27]=[CH:26][C:25]([Cl:28])=[C:24]([Cl:29])[CH:23]=3)[CH2:20][N:19]([C:30]([C:32]3[CH:33]=[N:34][C:44]([CH3:43])=[N:45][CH:37]=3)=[O:31])[CH2:18]2)[CH2:7][OH:6])=[N:11][CH:12]=1, predict the reactants needed to synthesize it. The reactants are: C([Si](C)(C)[O:6][CH2:7][CH:8]([CH:17]1[CH:21]([C:22]2[CH:27]=[CH:26][C:25]([Cl:28])=[C:24]([Cl:29])[CH:23]=2)[CH2:20][N:19]([C:30]([C:32]2[CH:37]=C(C)N=[N:34][CH:33]=2)=[O:31])[CH2:18]1)[O:9][C:10]1[CH:15]=[CH:14][C:13]([Cl:16])=[CH:12][N:11]=1)(C)(C)C.CC[CH2:43][CH2:44][N+:45](CCCC)(CCCC)CCCC.[F-].